The task is: Predict which catalyst facilitates the given reaction.. This data is from Catalyst prediction with 721,799 reactions and 888 catalyst types from USPTO. (1) Reactant: [ClH:1].[NH2:2][CH2:3][C@@H:4]([C:6]1[C:14]2[S:13][C:12](=[O:15])[NH:11][C:10]=2[C:9]([OH:16])=[CH:8][CH:7]=1)[OH:5].[C:17]1([CH2:23][CH2:24][O:25][CH2:26][CH2:27][CH2:28][N:29]2[CH2:32][CH:31]([CH:33]=O)[CH2:30]2)[CH:22]=[CH:21][CH:20]=[CH:19][CH:18]=1.C(O)(=O)C.C([BH3-])#N.[Na+]. Product: [ClH:1].[OH:16][C:9]1[C:10]2[NH:11][C:12](=[O:15])[S:13][C:14]=2[C:6]([C@@H:4]([OH:5])[CH2:3][NH:2][CH2:33][CH:31]2[CH2:32][N:29]([CH2:28][CH2:27][CH2:26][O:25][CH2:24][CH2:23][C:17]3[CH:18]=[CH:19][CH:20]=[CH:21][CH:22]=3)[CH2:30]2)=[CH:7][CH:8]=1. The catalyst class is: 5. (2) Reactant: [CH3:1][C:2]1([CH3:31])[N:6]([C:7]2[S:8][C:9]3[CH:15]=[C:14]([CH2:16][N:17]4[C:21]5[CH:22]=[CH:23][C:24]([OH:26])=[CH:25][C:20]=5[N:19]=[CH:18]4)[CH:13]=[CH:12][C:10]=3[N:11]=2)[C@@H:5]2[CH2:27][CH2:28][CH2:29][CH2:30][C@H:4]2[O:3]1.I[CH2:33][CH2:34][OH:35].C([O-])([O-])=O.[Cs+].[Cs+].CN1C(=O)CCC1. Product: [CH3:1][C:2]1([CH3:31])[N:6]([C:7]2[S:8][C:9]3[CH:15]=[C:14]([CH2:16][N:17]4[C:21]5[CH:22]=[CH:23][C:24]([O:26][CH2:33][CH2:34][OH:35])=[CH:25][C:20]=5[N:19]=[CH:18]4)[CH:13]=[CH:12][C:10]=3[N:11]=2)[C@@H:5]2[CH2:27][CH2:28][CH2:29][CH2:30][C@H:4]2[O:3]1. The catalyst class is: 25. (3) Reactant: [Br:1][C:2]1[CH:7]=[C:6]([NH:8][CH2:9][C:10]2[CH:15]=[CH:14][CH:13]=[C:12]([F:16])[CH:11]=2)[C:5]([NH2:17])=[CH:4][CH:3]=1.[C:18](C1NC=CN=1)(C1NC=CN=1)=[O:19]. Product: [Br:1][C:2]1[CH:3]=[CH:4][C:5]2[NH:17][C:18](=[O:19])[N:8]([CH2:9][C:10]3[CH:15]=[CH:14][CH:13]=[C:12]([F:16])[CH:11]=3)[C:6]=2[CH:7]=1. The catalyst class is: 7. (4) Product: [CH3:5][C:6]1([CH3:22])[CH2:11][C:10]([CH3:12])([CH3:13])[CH2:9][C:8]([CH2:16][C:17]([OH:19])=[O:18])([CH:14]=[CH2:15])[CH2:7]1. Reactant: S(Cl)(Cl)=O.[CH3:5][C:6]1([CH3:22])[CH2:11][C:10]([CH3:13])([CH3:12])[CH2:9][C:8]([CH2:16][C:17]([O:19]CC)=[O:18])([CH:14]=[CH2:15])[CH2:7]1. The catalyst class is: 8. (5) Reactant: [Cl:1][C:2]1[CH:9]=[C:8]([C:10]2[N:14](C3CCCCO3)[N:13]=[CH:12][CH:11]=2)[CH:7]=[C:6]([F:21])[C:3]=1[C:4]#[N:5].Cl.CCO.C([O-])(O)=O.[Na+]. Product: [Cl:1][C:2]1[CH:9]=[C:8]([C:10]2[NH:14][N:13]=[CH:12][CH:11]=2)[CH:7]=[C:6]([F:21])[C:3]=1[C:4]#[N:5]. The catalyst class is: 6. (6) Reactant: C(OC([N:8]1[CH2:13][CH2:12][N:11]([CH2:14][C:15]2[CH:24]=[C:23]3[C:18]([C:19]([NH2:25])=[N:20][CH:21]=[N:22]3)=[CH:17][CH:16]=2)[C:10](=[O:26])[CH2:9]1)=O)(C)(C)C.Cl. Product: [NH2:25][C:19]1[C:18]2[C:23](=[CH:24][C:15]([CH2:14][N:11]3[CH2:12][CH2:13][NH:8][CH2:9][C:10]3=[O:26])=[CH:16][CH:17]=2)[N:22]=[CH:21][N:20]=1. The catalyst class is: 25. (7) Reactant: C(OC([N:8]1[C:16]2[C:11](=[CH:12][CH:13]=[CH:14][CH:15]=2)[CH:10]=[C:9]1[C:17]1[CH:22]=[C:21]([CH:23]=[O:24])[C:20]([O:25][CH3:26])=[CH:19][C:18]=1[O:27][CH3:28])=O)(C)(C)C.[N+](CCCC)(CCCC)(CCCC)CCCC.[F-].C(Cl)Cl. Product: [NH:8]1[C:16]2[C:11](=[CH:12][CH:13]=[CH:14][CH:15]=2)[CH:10]=[C:9]1[C:17]1[C:18]([O:27][CH3:28])=[CH:19][C:20]([O:25][CH3:26])=[C:21]([CH:22]=1)[CH:23]=[O:24]. The catalyst class is: 1. (8) Reactant: [NH:1]1[CH2:5][CH2:4][N:3]=[C:2]1[C:6]1[C:14]2[C:9](=[N:10][CH:11]=[CH:12][CH:13]=2)[N:8]([CH:15]2[CH2:19][CH2:18][N:17]([C:20]3[CH:21]=[N:22][N:23]([C:28]4[CH:33]=[CH:32][C:31]([F:34])=[CH:30][CH:29]=4)[C:24]=3[CH:25]([CH3:27])[CH3:26])[C:16]2=[O:35])[N:7]=1.CC(OI1(OC(C)=O)(OC(C)=O)OC(=O)C2C=CC=CC1=2)=O. Product: [F:34][C:31]1[CH:32]=[CH:33][C:28]([N:23]2[C:24]([CH:25]([CH3:27])[CH3:26])=[C:20]([N:17]3[CH2:18][CH2:19][CH:15]([N:8]4[C:9]5=[N:10][CH:11]=[CH:12][CH:13]=[C:14]5[C:6]([C:2]5[NH:3][CH:4]=[CH:5][N:1]=5)=[N:7]4)[C:16]3=[O:35])[CH:21]=[N:22]2)=[CH:29][CH:30]=1. The catalyst class is: 16.